Dataset: Catalyst prediction with 721,799 reactions and 888 catalyst types from USPTO. Task: Predict which catalyst facilitates the given reaction. (1) Reactant: [CH3:1][C@:2]1([NH:10][C:11](=[O:18])[C:12]2[CH:17]=[CH:16][CH:15]=[CH:14][CH:13]=2)[C@@H:9]2[C@@H:5]([CH2:6][NH:7][CH2:8]2)[CH2:4][CH2:3]1.Br[C:20]1[CH:25]=[CH:24][CH:23]=[C:22]([C:26]([F:29])([F:28])[F:27])[N:21]=1.C(N(CC)CC)C. Product: [CH3:1][C@:2]1([NH:10][C:11](=[O:18])[C:12]2[CH:17]=[CH:16][CH:15]=[CH:14][CH:13]=2)[C@@H:9]2[C@@H:5]([CH2:6][N:7]([C:20]3[CH:25]=[CH:24][CH:23]=[C:22]([C:26]([F:29])([F:28])[F:27])[N:21]=3)[CH2:8]2)[CH2:4][CH2:3]1. The catalyst class is: 8. (2) Reactant: [O:1]=[S:2]1(=[O:42])[CH2:7][CH2:6][CH:5]([CH2:8][O:9][C:10]2[CH:15]=[C:14]([CH3:16])[C:13]([C:17]3[CH:22]=[CH:21][CH:20]=[C:19]([CH2:23][NH:24][C:25]4[CH:30]=[CH:29][C:28]([CH2:31][CH2:32][C:33]([O:35]C(C)(C)C)=[O:34])=[C:27]([F:40])[CH:26]=4)[CH:18]=3)=[C:12]([CH3:41])[CH:11]=2)[CH2:4][CH2:3]1.FC(F)(F)C(O)=O. Product: [O:42]=[S:2]1(=[O:1])[CH2:7][CH2:6][CH:5]([CH2:8][O:9][C:10]2[CH:11]=[C:12]([CH3:41])[C:13]([C:17]3[CH:22]=[CH:21][CH:20]=[C:19]([CH2:23][NH:24][C:25]4[CH:30]=[CH:29][C:28]([CH2:31][CH2:32][C:33]([OH:35])=[O:34])=[C:27]([F:40])[CH:26]=4)[CH:18]=3)=[C:14]([CH3:16])[CH:15]=2)[CH2:4][CH2:3]1. The catalyst class is: 2. (3) Product: [CH3:23][O:22][C:20]1[CH:21]=[C:14]([O:13][CH3:12])[CH:15]=[CH:16][C:19]=1[CH2:24][NH:1][C:2]1[CH:3]=[C:4]2[C:8](=[CH:9][CH:10]=1)[NH:7][C:6](=[O:11])[CH2:5]2. Reactant: [NH2:1][C:2]1[CH:3]=[C:4]2[C:8](=[CH:9][CH:10]=1)[NH:7][C:6](=[O:11])[CH2:5]2.[CH3:12][O:13][C:14]1[CH:15]=[C:16]([CH:19]=[C:20]([O:22][CH3:23])[CH:21]=1)C=O.[C:24](O[BH-](OC(=O)C)OC(=O)C)(=O)C.[Na+].CC(O)=O. The catalyst class is: 3. (4) The catalyst class is: 8. Reactant: [NH2:1][C:2]1[N:3]=[N:4][CH:5]=[CH:6][C:7]=1[C:8]([OH:10])=[O:9].Cl.[C:12]1(C)C=CC(S(Cl)(=O)=O)=C[CH:13]=1. Product: [CH2:12]([O:9][C:8]([C:7]1[CH:6]=[CH:5][N:4]=[N:3][C:2]=1[NH2:1])=[O:10])[CH3:13].